This data is from Forward reaction prediction with 1.9M reactions from USPTO patents (1976-2016). The task is: Predict the product of the given reaction. Given the reactants [C:1]1([S:7]([N:10]2[CH2:14][CH2:13][CH2:12][CH2:11]2)(=[O:9])=[O:8])[CH:6]=[CH:5][CH:4]=[CH:3][CH:2]=1.CCCCCC.[Li]CCCC.N1(C=O)CC[O:29][CH2:28]C1, predict the reaction product. The product is: [N:10]1([S:7]([C:1]2[CH:2]=[CH:3][CH:4]=[CH:5][C:6]=2[CH:28]=[O:29])(=[O:9])=[O:8])[CH2:11][CH2:12][CH2:13][CH2:14]1.